Dataset: HIV replication inhibition screening data with 41,000+ compounds from the AIDS Antiviral Screen. Task: Binary Classification. Given a drug SMILES string, predict its activity (active/inactive) in a high-throughput screening assay against a specified biological target. The drug is Cc1cc(Cl)ccc1NC(=O)CCCC(=O)C(C(=O)c1ccccc1)c1ccccc1. The result is 0 (inactive).